This data is from NCI-60 drug combinations with 297,098 pairs across 59 cell lines. The task is: Regression. Given two drug SMILES strings and cell line genomic features, predict the synergy score measuring deviation from expected non-interaction effect. (1) Drug 1: C1CC(C1)(C(=O)O)C(=O)O.[NH2-].[NH2-].[Pt+2]. Drug 2: C1C(C(OC1N2C=NC3=C2NC=NCC3O)CO)O. Cell line: HOP-62. Synergy scores: CSS=7.65, Synergy_ZIP=0.192, Synergy_Bliss=0.608, Synergy_Loewe=-1.96, Synergy_HSA=-2.87. (2) Drug 1: CN(C)C1=NC(=NC(=N1)N(C)C)N(C)C. Drug 2: CCN(CC)CCNC(=O)C1=C(NC(=C1C)C=C2C3=C(C=CC(=C3)F)NC2=O)C. Cell line: U251. Synergy scores: CSS=4.91, Synergy_ZIP=0.147, Synergy_Bliss=2.93, Synergy_Loewe=-3.51, Synergy_HSA=0.462. (3) Drug 1: CC1=C2C(C(=O)C3(C(CC4C(C3C(C(C2(C)C)(CC1OC(=O)C(C(C5=CC=CC=C5)NC(=O)C6=CC=CC=C6)O)O)OC(=O)C7=CC=CC=C7)(CO4)OC(=O)C)O)C)OC(=O)C. Drug 2: COCCOC1=C(C=C2C(=C1)C(=NC=N2)NC3=CC=CC(=C3)C#C)OCCOC.Cl. Cell line: NCI-H460. Synergy scores: CSS=64.0, Synergy_ZIP=22.0, Synergy_Bliss=21.7, Synergy_Loewe=9.64, Synergy_HSA=19.7. (4) Drug 1: CNC(=O)C1=CC=CC=C1SC2=CC3=C(C=C2)C(=NN3)C=CC4=CC=CC=N4. Drug 2: CC1=C(C=C(C=C1)NC(=O)C2=CC=C(C=C2)CN3CCN(CC3)C)NC4=NC=CC(=N4)C5=CN=CC=C5. Cell line: MALME-3M. Synergy scores: CSS=-5.78, Synergy_ZIP=0.874, Synergy_Bliss=-2.40, Synergy_Loewe=-7.01, Synergy_HSA=-5.30. (5) Drug 1: CC1C(C(CC(O1)OC2CC(CC3=C2C(=C4C(=C3O)C(=O)C5=C(C4=O)C(=CC=C5)OC)O)(C(=O)C)O)N)O.Cl. Drug 2: C1=C(C(=O)NC(=O)N1)F. Cell line: UO-31. Synergy scores: CSS=32.5, Synergy_ZIP=-2.03, Synergy_Bliss=-2.27, Synergy_Loewe=0.900, Synergy_HSA=1.61. (6) Drug 1: C1CCC(CC1)NC(=O)N(CCCl)N=O. Drug 2: COC1=NC(=NC2=C1N=CN2C3C(C(C(O3)CO)O)O)N. Cell line: OVCAR-8. Synergy scores: CSS=19.9, Synergy_ZIP=-0.832, Synergy_Bliss=6.43, Synergy_Loewe=0.0339, Synergy_HSA=4.23.